Dataset: NCI-60 drug combinations with 297,098 pairs across 59 cell lines. Task: Regression. Given two drug SMILES strings and cell line genomic features, predict the synergy score measuring deviation from expected non-interaction effect. (1) Drug 2: C1C(C(OC1N2C=NC(=NC2=O)N)CO)O. Drug 1: C1CN1C2=NC(=NC(=N2)N3CC3)N4CC4. Cell line: ACHN. Synergy scores: CSS=71.1, Synergy_ZIP=1.77, Synergy_Bliss=2.09, Synergy_Loewe=4.92, Synergy_HSA=5.77. (2) Drug 1: C1=C(C(=O)NC(=O)N1)N(CCCl)CCCl. Drug 2: C1=CN(C(=O)N=C1N)C2C(C(C(O2)CO)O)O.Cl. Cell line: EKVX. Synergy scores: CSS=23.1, Synergy_ZIP=-7.72, Synergy_Bliss=-6.14, Synergy_Loewe=-15.6, Synergy_HSA=-4.83. (3) Drug 1: C1=NC(=NC(=O)N1C2C(C(C(O2)CO)O)O)N. Drug 2: C1=CN(C=N1)CC(O)(P(=O)(O)O)P(=O)(O)O. Cell line: SNB-75. Synergy scores: CSS=8.27, Synergy_ZIP=-2.55, Synergy_Bliss=1.67, Synergy_Loewe=-1.02, Synergy_HSA=0.919.